Task: Regression. Given two drug SMILES strings and cell line genomic features, predict the synergy score measuring deviation from expected non-interaction effect.. Dataset: NCI-60 drug combinations with 297,098 pairs across 59 cell lines (1) Drug 1: C1=CC(=CC=C1CCC2=CNC3=C2C(=O)NC(=N3)N)C(=O)NC(CCC(=O)O)C(=O)O. Drug 2: CC1=C(C(=CC=C1)Cl)NC(=O)C2=CN=C(S2)NC3=CC(=NC(=N3)C)N4CCN(CC4)CCO. Cell line: HCT-15. Synergy scores: CSS=42.6, Synergy_ZIP=0.756, Synergy_Bliss=0.278, Synergy_Loewe=-1.79, Synergy_HSA=2.55. (2) Drug 1: C1=CC(=CC=C1C#N)C(C2=CC=C(C=C2)C#N)N3C=NC=N3. Drug 2: C1CNP(=O)(OC1)N(CCCl)CCCl. Cell line: EKVX. Synergy scores: CSS=4.55, Synergy_ZIP=-0.276, Synergy_Bliss=-0.944, Synergy_Loewe=0.978, Synergy_HSA=-0.240. (3) Drug 1: C1=CC(=CC=C1CCCC(=O)O)N(CCCl)CCCl. Drug 2: C1C(C(OC1N2C=NC(=NC2=O)N)CO)O. Cell line: U251. Synergy scores: CSS=35.1, Synergy_ZIP=-0.237, Synergy_Bliss=-4.10, Synergy_Loewe=-4.45, Synergy_HSA=-4.14.